Dataset: Catalyst prediction with 721,799 reactions and 888 catalyst types from USPTO. Task: Predict which catalyst facilitates the given reaction. (1) Reactant: [Cl:1][C:2]1[CH:7]=[CH:6][C:5]([Cl:8])=[CH:4][C:3]=1[NH:9][S:10]([C:13]1[CH:18]=[CH:17][C:16]([Cl:19])=[CH:15][CH:14]=1)(=[O:12])=[O:11].[C:20]([O:39][CH2:40][CH2:41][C@@H:42](O)[CH3:43])([C:33]1[CH:38]=[CH:37][CH:36]=[CH:35][CH:34]=1)([C:27]1[CH:32]=[CH:31][CH:30]=[CH:29][CH:28]=1)[C:21]1[CH:26]=[CH:25][CH:24]=[CH:23][CH:22]=1.[C:45]1(P(C2C=CC=CC=2)C2C=CC=CC=2)C=CC=CC=1.N(C(OCC)=O)=NC(OCC)=O. Product: [Cl:19][C:16]1[CH:17]=[CH:18][C:13]([S:10]([N:9]([C:3]2[CH:4]=[C:5]([Cl:8])[CH:6]=[CH:7][C:2]=2[Cl:1])[C@H:43]([CH3:45])[CH2:42][CH2:41][CH2:40][O:39][C:20]([C:21]2[CH:22]=[CH:23][CH:24]=[CH:25][CH:26]=2)([C:27]2[CH:28]=[CH:29][CH:30]=[CH:31][CH:32]=2)[C:33]2[CH:38]=[CH:37][CH:36]=[CH:35][CH:34]=2)(=[O:12])=[O:11])=[CH:14][CH:15]=1. The catalyst class is: 25. (2) Reactant: [Br:1][C:2]1[CH:3]=[N:4][N:5]2[CH:10]=[CH:9][C:8]([N:11]3[CH2:16][CH2:15][NH:14][CH2:13][CH2:12]3)=[N:7][C:6]=12.CN(C(ON1N=NC2[CH:28]=[CH:29][CH:30]=[N:31]C1=2)=[N+](C)C)C.F[P-](F)(F)(F)(F)F.[CH2:41](N(CC)CC)C.CN([CH:51]=[O:52])C. Product: [NH2:31][C@@H:30]([CH:29]([CH3:41])[CH3:28])[C:51]([N:14]1[CH2:15][CH2:16][N:11]([C:8]2[CH:9]=[CH:10][N:5]3[N:4]=[CH:3][C:2]([Br:1])=[C:6]3[N:7]=2)[CH2:12][CH2:13]1)=[O:52]. The catalyst class is: 2. (3) Reactant: [NH2:1][C:2]([C:4]1[CH:5]=[C:6](Br)[CH:7]=[C:8]2[C:12]=1[NH:11][N:10]=[C:9]2[CH:13]1[CH2:18][CH2:17][N:16]([C:19]([O:21][C:22]([CH3:25])([CH3:24])[CH3:23])=[O:20])[CH2:15][CH2:14]1)=[O:3].CC1(C)C(C)(C)OB([C:35]2[CH:40]=[CH:39][C:38]([NH:41][C:42](=[O:44])[CH3:43])=[CH:37][CH:36]=2)O1.C(=O)([O-])[O-].[Cs+].[Cs+]. Product: [C:42]([NH:41][C:38]1[CH:39]=[CH:40][C:35]([C:6]2[CH:7]=[C:8]3[C:12](=[C:4]([C:2]([NH2:1])=[O:3])[CH:5]=2)[NH:11][N:10]=[C:9]3[CH:13]2[CH2:18][CH2:17][N:16]([C:19]([O:21][C:22]([CH3:25])([CH3:24])[CH3:23])=[O:20])[CH2:15][CH2:14]2)=[CH:36][CH:37]=1)(=[O:44])[CH3:43]. The catalyst class is: 70. (4) Reactant: Cl[C:2]1[N:3]=[C:4]([NH:12][CH2:13][C:14]2[CH:19]=[CH:18][C:17]3[O:20][CH2:21][O:22][C:16]=3[CH:15]=2)[C:5]2[CH:10]=[C:9]([CH3:11])[S:8][C:6]=2[N:7]=1.[NH:23]1[CH:27]=[CH:26][N:25]=[CH:24]1.C1(O)C=CC=CC=1. Product: [N:23]1([C:2]2[N:3]=[C:4]([NH:12][CH2:13][C:14]3[CH:19]=[CH:18][C:17]4[O:20][CH2:21][O:22][C:16]=4[CH:15]=3)[C:5]3[CH:10]=[C:9]([CH3:11])[S:8][C:6]=3[N:7]=2)[CH:27]=[CH:26][N:25]=[CH:24]1. The catalyst class is: 4.